Dataset: Reaction yield outcomes from USPTO patents with 853,638 reactions. Task: Predict the reaction yield, written as a fraction of the theoretical maximum amount of product (1.0 means a 100% yield; for example, 0.34 means a 34% yield). (1) The reactants are [C:1]([C:3]1[CH:4]=[C:5]([C:9]2[CH:10]=[CH:11][C:12]3[O:16][C:15]([C:17]4[CH:22]=[CH:21][C:20]([F:23])=[CH:19][CH:18]=4)=[C:14]([C:24]([NH:26][CH3:27])=[O:25])[C:13]=3[CH:28]=2)[CH:6]=[CH:7][CH:8]=1)#[N:2].N[C@@H:30]([C:33]1[CH:38]=[CH:37][CH:36]=[CH:35][CH:34]=1)[CH2:31][OH:32]. The catalyst is C1(Cl)C=CC=CC=1.[Cl-].[Zn+2].[Cl-]. The product is [F:23][C:20]1[CH:21]=[CH:22][C:17]([C:15]2[O:16][C:12]3[CH:11]=[CH:10][C:9]([C:5]4[CH:6]=[CH:7][CH:8]=[C:3]([C:1]5[O:32][CH2:31][C@H:30]([C:33]6[CH:38]=[CH:37][CH:36]=[CH:35][CH:34]=6)[N:2]=5)[CH:4]=4)=[CH:28][C:13]=3[C:14]=2[C:24]([NH:26][CH3:27])=[O:25])=[CH:18][CH:19]=1. The yield is 0.230. (2) The reactants are [Cl:1][C:2]1[CH:3]=[C:4]([NH:9][C:10]2[N:14]=[C:13]([NH:15][CH:16]3[CH2:21][CH2:20][N:19](C(OC(C)(C)C)=O)[CH2:18][CH2:17]3)[NH:12][N:11]=2)[CH:5]=[C:6]([Cl:8])[CH:7]=1.[C:29]([OH:35])([C:31]([F:34])([F:33])[F:32])=[O:30].C(Cl)Cl. No catalyst specified. The product is [F:32][C:31]([F:34])([F:33])[C:29]([OH:35])=[O:30].[Cl:8][C:6]1[CH:5]=[C:4]([NH:9][C:10]2[N:14]=[C:13]([NH:15][CH:16]3[CH2:21][CH2:20][NH:19][CH2:18][CH2:17]3)[NH:12][N:11]=2)[CH:3]=[C:2]([Cl:1])[CH:7]=1. The yield is 0.960.